From a dataset of Forward reaction prediction with 1.9M reactions from USPTO patents (1976-2016). Predict the product of the given reaction. (1) Given the reactants [CH:1]1([NH:4][C:5](=[O:23])[CH2:6][S:7][C:8]2[CH:13]=[CH:12][CH:11]=[C:10](B3OC(C)(C)C(C)(C)O3)[CH:9]=2)[CH2:3][CH2:2]1.Cl[C:25]1[N:30]=[C:29]([NH:31][C:32]2[CH:33]=[C:34]3[C:38](=[CH:39][CH:40]=2)[NH:37][N:36]=[CH:35]3)[CH:28]=[CH:27][N:26]=1.[F-].[Cs+].[CH3:43][C:44]([O:47][C:48](O[C:48]([O:47][C:44]([CH3:46])([CH3:45])[CH3:43])=[O:49])=[O:49])([CH3:46])[CH3:45], predict the reaction product. The product is: [C:44]([O:47][C:48]([N:31]([C:29]1[CH:28]=[CH:27][N:26]=[C:25]([C:10]2[CH:11]=[CH:12][CH:13]=[C:8]([S:7][CH2:6][C:5]([NH:4][CH:1]3[CH2:2][CH2:3]3)=[O:23])[CH:9]=2)[N:30]=1)[C:32]1[CH:33]=[C:34]2[C:38](=[CH:39][CH:40]=1)[N:37]([C:48]([O:47][C:44]([CH3:46])([CH3:45])[CH3:43])=[O:49])[N:36]=[CH:35]2)=[O:49])([CH3:46])([CH3:45])[CH3:43]. (2) Given the reactants [F-:1].[K+].[C:3]([C:25]([F:27])=[O:26])([C:6]([C:9]([C:12]([C:15]([C:18]([C:21]([F:24])([F:23])[F:22])([F:20])[F:19])([F:17])[F:16])([F:14])[F:13])([F:11])[F:10])([F:8])[F:7])([F:5])[F:4].S(OC)(O[CH3:32])(=O)=O, predict the reaction product. The product is: [C:25]([O:26][CH3:32])([C:3]([C:6]([C:9]([C:12]([C:15]([C:18]([C:21]([F:22])([F:23])[F:24])([F:19])[F:20])([F:17])[F:16])([F:14])[F:13])([F:11])[F:10])([F:8])[F:7])([F:5])[F:4])([F:27])[F:1]. (3) Given the reactants [CH:1]([O:4][C:5]1[CH:13]=[CH:12][C:8]([C:9]([NH2:11])=[O:10])=[CH:7][C:6]=1[N+:14]([O-])=O)([CH3:3])C.C([N:25]=[C:26]=[S:27])(=O)C1C=CC=CC=1.O, predict the reaction product. The product is: [CH2:1]([O:4][C:5]1[CH:13]=[CH:12][C:8]([C:9]([NH2:11])=[O:10])=[CH:7][C:6]=1[NH:14][C:26]([NH2:25])=[S:27])[CH3:3]. (4) Given the reactants C(C=O)=O.[OH-].[NH4+:6].[Cl:7][C:8]1[N:13]=[C:12]([CH:14]=O)[CH:11]=[CH:10][CH:9]=1.ClC1C=CC=[C:19]([CH3:23])[N:18]=1, predict the reaction product. The product is: [Cl:7][C:8]1[CH:9]=[CH:10][CH:11]=[C:12]([C:14]2[NH:6][CH:23]=[CH:19][N:18]=2)[N:13]=1. (5) Given the reactants [N+:1]([C:4]1[CH:5]=[N:6][C:7]([NH:10][C:11]2[S:12][CH:13]=[C:14]([C:16]([NH:18][CH2:19][CH2:20][N:21]3[CH2:25][CH2:24][CH2:23][CH2:22]3)=[O:17])[N:15]=2)=[N:8][CH:9]=1)([O-])=O, predict the reaction product. The product is: [NH2:1][C:4]1[CH:9]=[N:8][C:7]([NH:10][C:11]2[S:12][CH:13]=[C:14]([C:16]([NH:18][CH2:19][CH2:20][N:21]3[CH2:25][CH2:24][CH2:23][CH2:22]3)=[O:17])[N:15]=2)=[N:6][CH:5]=1. (6) Given the reactants F[C:2]1[CH:9]=[C:8]([CH2:10][N:11]2[C:15]([CH2:16][CH2:17][N:18]3[CH2:23][CH2:22][O:21][CH2:20][CH2:19]3)=[CH:14][N:13]=[CH:12]2)[CH:7]=[CH:6][C:3]=1[C:4]#[N:5].[Cl:24][C:25]1[CH:30]=[C:29]([Cl:31])[CH:28]=[CH:27][C:26]=1[SH:32], predict the reaction product. The product is: [Cl:24][C:25]1[CH:30]=[C:29]([Cl:31])[CH:28]=[CH:27][C:26]=1[S:32][C:2]1[CH:9]=[C:8]([CH2:10][N:11]2[C:15]([CH2:16][CH2:17][N:18]3[CH2:23][CH2:22][O:21][CH2:20][CH2:19]3)=[CH:14][N:13]=[CH:12]2)[CH:7]=[CH:6][C:3]=1[C:4]#[N:5]. (7) Given the reactants [F:1][C:2]1[CH:7]=[CH:6][C:5]([C:8]2[C:20]([CH:21](O)[C:22]3[CH:27]=[CH:26][C:25]([O:28][C:29]([F:32])([F:31])[F:30])=[CH:24][CH:23]=3)=[C:19]([CH:34]([CH3:36])[CH3:35])[CH:18]=[C:17]3[C:9]=2[C:10](=[O:37])[CH2:11][C:12]2([O:16]3)[CH2:15][CH2:14][CH2:13]2)=[CH:4][CH:3]=1.C(N(S(F)(F)[F:44])CC)C.O, predict the reaction product. The product is: [F:1][C:2]1[CH:3]=[CH:4][C:5]([C:8]2[C:20]([CH:21]([F:44])[C:22]3[CH:23]=[CH:24][C:25]([O:28][C:29]([F:31])([F:32])[F:30])=[CH:26][CH:27]=3)=[C:19]([CH:34]([CH3:36])[CH3:35])[CH:18]=[C:17]3[C:9]=2[C:10](=[O:37])[CH2:11][C:12]2([O:16]3)[CH2:15][CH2:14][CH2:13]2)=[CH:6][CH:7]=1. (8) Given the reactants [Br:1][C:2]1[S:6][C:5]2=[C:7]([CH2:10][OH:11])[N:8]=[CH:9][N:4]2[CH:3]=1.[Cr](Cl)([O-])(=O)=O.[NH+]1C=CC=CC=1.C([O-])(=O)C.[Na+], predict the reaction product. The product is: [Br:1][C:2]1[S:6][C:5]2=[C:7]([CH:10]=[O:11])[N:8]=[CH:9][N:4]2[CH:3]=1.